This data is from NCI-60 drug combinations with 297,098 pairs across 59 cell lines. The task is: Regression. Given two drug SMILES strings and cell line genomic features, predict the synergy score measuring deviation from expected non-interaction effect. (1) Drug 1: C1=CC(=CC=C1C#N)C(C2=CC=C(C=C2)C#N)N3C=NC=N3. Drug 2: C1=NC(=NC(=O)N1C2C(C(C(O2)CO)O)O)N. Cell line: RPMI-8226. Synergy scores: CSS=56.0, Synergy_ZIP=1.90, Synergy_Bliss=2.56, Synergy_Loewe=-8.36, Synergy_HSA=-1.05. (2) Cell line: DU-145. Synergy scores: CSS=30.5, Synergy_ZIP=1.56, Synergy_Bliss=1.66, Synergy_Loewe=-3.59, Synergy_HSA=-0.0528. Drug 2: COC1=C(C=C2C(=C1)N=CN=C2NC3=CC(=C(C=C3)F)Cl)OCCCN4CCOCC4. Drug 1: CNC(=O)C1=CC=CC=C1SC2=CC3=C(C=C2)C(=NN3)C=CC4=CC=CC=N4. (3) Drug 1: CCC1(CC2CC(C3=C(CCN(C2)C1)C4=CC=CC=C4N3)(C5=C(C=C6C(=C5)C78CCN9C7C(C=CC9)(C(C(C8N6C)(C(=O)OC)O)OC(=O)C)CC)OC)C(=O)OC)O.OS(=O)(=O)O. Drug 2: CC1=C(C(=O)C2=C(C1=O)N3CC4C(C3(C2COC(=O)N)OC)N4)N. Cell line: 786-0. Synergy scores: CSS=18.1, Synergy_ZIP=-6.09, Synergy_Bliss=0.851, Synergy_Loewe=-1.98, Synergy_HSA=-1.99. (4) Drug 1: CC=C1C(=O)NC(C(=O)OC2CC(=O)NC(C(=O)NC(CSSCCC=C2)C(=O)N1)C(C)C)C(C)C. Drug 2: C1=NC2=C(N1)C(=S)N=CN2. Cell line: SNB-19. Synergy scores: CSS=2.96, Synergy_ZIP=-2.62, Synergy_Bliss=-2.07, Synergy_Loewe=-9.63, Synergy_HSA=-9.54. (5) Drug 1: CC12CCC(CC1=CCC3C2CCC4(C3CC=C4C5=CN=CC=C5)C)O. Drug 2: C1=NC2=C(N1)C(=S)N=CN2. Cell line: NCI/ADR-RES. Synergy scores: CSS=9.92, Synergy_ZIP=-11.9, Synergy_Bliss=-18.6, Synergy_Loewe=-27.1, Synergy_HSA=-16.2.